This data is from CYP3A4 inhibition data for predicting drug metabolism from PubChem BioAssay. The task is: Regression/Classification. Given a drug SMILES string, predict its absorption, distribution, metabolism, or excretion properties. Task type varies by dataset: regression for continuous measurements (e.g., permeability, clearance, half-life) or binary classification for categorical outcomes (e.g., BBB penetration, CYP inhibition). Dataset: cyp3a4_veith. (1) The drug is Nc1ccccc1O.O.O=C(O)[C@H]1O[Sb]O[C@H]1C(=O)O. The result is 0 (non-inhibitor). (2) The compound is Cn1sc(NC(=O)c2ccccc2Cl)nc1=O. The result is 0 (non-inhibitor). (3) The drug is COc1ccc(-c2nsc3c(N4CCCCC4)ncnc23)cc1. The result is 0 (non-inhibitor). (4) The molecule is COc1ccc(-n2c(C)n[nH]c2=O)cc1OC. The result is 0 (non-inhibitor).